This data is from Forward reaction prediction with 1.9M reactions from USPTO patents (1976-2016). The task is: Predict the product of the given reaction. (1) The product is: [Br:1][C:2]1[CH:3]=[CH:4][C:5]([N:8]([CH2:34][C:35]2[CH:36]=[C:37]([CH:40]=[C:41]([C:43]([F:44])([F:45])[F:46])[CH:42]=2)[C:38]#[N:39])[CH2:9][C:10]2[CH:15]=[C:14]([C:16]([F:18])([F:19])[F:17])[CH:13]=[CH:12][C:11]=2[C:20]2[CH:25]=[C:24]([CH:26]([CH3:28])[CH3:27])[CH:23]=[CH:22][C:21]=2[O:29][CH3:30])=[N:6][CH:7]=1. Given the reactants [Br:1][C:2]1[CH:3]=[CH:4][C:5]([NH:8][CH2:9][C:10]2[CH:15]=[C:14]([C:16]([F:19])([F:18])[F:17])[CH:13]=[CH:12][C:11]=2[C:20]2[CH:25]=[C:24]([CH:26]([CH3:28])[CH3:27])[CH:23]=[CH:22][C:21]=2[O:29][CH3:30])=[N:6][CH:7]=1.[H-].[Na+].Br[CH2:34][C:35]1[CH:36]=[C:37]([CH:40]=[C:41]([C:43]([F:46])([F:45])[F:44])[CH:42]=1)[C:38]#[N:39].N1CCOCC1, predict the reaction product. (2) Given the reactants [NH2:1][C:2]1[CH:3]=[C:4]([CH:7]=[CH:8][C:9]=1[OH:10])[C:5]#[N:6].O.C(=O)(O)[O-].[Na+].Cl[CH2:18][C:19](Cl)=[O:20], predict the reaction product. The product is: [O:20]=[C:19]1[NH:1][C:2]2[CH:3]=[C:4]([C:5]#[N:6])[CH:7]=[CH:8][C:9]=2[O:10][CH2:18]1. (3) Given the reactants [CH3:1][C:2]1([CH3:20])[C:10]2[C:5](=[CH:6][CH:7]=[C:8](OS(C(F)(F)F)(=O)=O)[CH:9]=2)[C:4](=[O:19])[CH2:3]1.[Cl:21][C:22]1[CH:27]=[C:26]([Cl:28])[CH:25]=[CH:24][C:23]=1B(O)O, predict the reaction product. The product is: [Cl:21][C:22]1[CH:27]=[C:26]([Cl:28])[CH:25]=[CH:24][C:23]=1[C:8]1[CH:9]=[C:10]2[C:5](=[CH:6][CH:7]=1)[C:4](=[O:19])[CH2:3][C:2]2([CH3:20])[CH3:1]. (4) Given the reactants C[O:2][C:3]1[CH:8]=[CH:7][C:6]([N:9]2[CH:13]=[N:12][C:11]([C:14]3[CH:19]=[CH:18][C:17]([CH3:20])=[CH:16][CH:15]=3)=[N:10]2)=[CH:5][CH:4]=1.[F:21][C:22]([F:35])([F:34])[S:23](O[S:23]([C:22]([F:35])([F:34])[F:21])(=[O:25])=[O:24])(=[O:25])=[O:24].C(C1C=C(C)N=C(C)C=1)(C)(C)C, predict the reaction product. The product is: [C:17]1([CH3:20])[CH:18]=[CH:19][C:14]([C:11]2[N:12]=[CH:13][N:9]([C:6]3[CH:7]=[CH:8][C:3]([O:2][S:23]([C:22]([F:35])([F:34])[F:21])(=[O:25])=[O:24])=[CH:4][CH:5]=3)[N:10]=2)=[CH:15][CH:16]=1. (5) Given the reactants [OH:1][C:2]12[CH2:11][CH:6]3[CH2:7][CH:8]([CH2:10][C:4]([C:12](O)=[O:13])([CH2:5]3)[CH2:3]1)[CH2:9]2.B.[Na], predict the reaction product. The product is: [OH:1][C:2]12[CH2:11][CH:6]3[CH2:7][CH:8]([CH2:10][C:4]([CH2:12][OH:13])([CH2:5]3)[CH2:3]1)[CH2:9]2. (6) Given the reactants [CH2:1]([O:8][C:9](=[O:49])[NH:10][C@@H:11]1[C:14](=[O:15])[N:13]([CH2:16][C:17]2[CH:22]=[CH:21][C:20]([O:23][CH3:24])=[CH:19][C:18]=2[O:25][CH3:26])[C@@H:12]1[CH2:27][N:28]1[N:32]=[C:31]([CH2:33]O)[C:30]([CH2:35][NH:36][S:37]([C:40]2[CH:45]=[CH:44][CH:43]=[CH:42][C:41]=2[N+:46]([O-:48])=[O:47])(=[O:39])=[O:38])=[N:29]1)[C:2]1[CH:7]=[CH:6][CH:5]=[CH:4][CH:3]=1.C1(P(C2C=CC=CC=2)C2C=CC=CC=2)C=CC=CC=1.CC(OC(/N=N/C(OC(C)C)=O)=O)C, predict the reaction product. The product is: [CH2:1]([O:8][C:9](=[O:49])[NH:10][C@@H:11]1[C:14](=[O:15])[N:13]([CH2:16][C:17]2[CH:22]=[CH:21][C:20]([O:23][CH3:24])=[CH:19][C:18]=2[O:25][CH3:26])[C@@H:12]1[CH2:27][N:28]1[N:29]=[C:30]2[CH2:35][N:36]([S:37]([C:40]3[CH:45]=[CH:44][CH:43]=[CH:42][C:41]=3[N+:46]([O-:48])=[O:47])(=[O:39])=[O:38])[CH2:33][C:31]2=[N:32]1)[C:2]1[CH:7]=[CH:6][CH:5]=[CH:4][CH:3]=1. (7) Given the reactants [Br:1][CH2:2][C:3]1[C:4]([CH3:10])=[N:5][N:6]([CH3:9])[N+:7]=1[O-].P(Cl)(Cl)Cl, predict the reaction product. The product is: [Br:1][CH2:2][C:3]1[C:4]([CH3:10])=[N:5][N:6]([CH3:9])[N:7]=1. (8) Given the reactants Cl[C:2]1[N:7]=[C:6]([O:8][CH3:9])[CH:5]=[C:4]([O:10][CH3:11])[N:3]=1.[C:12]1([C:18]#[CH:19])[CH:17]=[CH:16][CH:15]=[CH:14][CH:13]=1.CCCCCC.C(OCC)(=O)C, predict the reaction product. The product is: [CH3:11][O:10][C:4]1[CH:5]=[C:6]([O:8][CH3:9])[N:7]=[C:2]([C:19]#[C:18][C:12]2[CH:17]=[CH:16][CH:15]=[CH:14][CH:13]=2)[N:3]=1.